Dataset: Reaction yield outcomes from USPTO patents with 853,638 reactions. Task: Predict the reaction yield, written as a fraction of the theoretical maximum amount of product (1.0 means a 100% yield; for example, 0.34 means a 34% yield). (1) The reactants are [Cl:1][C:2]1[CH:7]=[CH:6][C:5]([C:8](=[O:10])[CH3:9])=[C:4]([O:11][CH3:12])[CH:3]=1.[C:13](OC)(=[O:18])[C:14]([O:16][CH3:17])=[O:15].[H-].[Na+].Cl. The catalyst is CN(C)C=O. The product is [Cl:1][C:2]1[CH:7]=[CH:6][C:5]([C:8](=[O:10])[CH2:9][C:13](=[O:18])[C:14]([O:16][CH3:17])=[O:15])=[C:4]([O:11][CH3:12])[CH:3]=1. The yield is 0.540. (2) The reactants are C(Cl)(=O)C(Cl)=O.CS(C)=O.[C:11]([O:15][C:16](=[O:29])[NH:17][C@H:18]([C:22]1[CH:27]=[CH:26][C:25]([F:28])=[CH:24][CH:23]=1)[CH2:19][CH2:20][OH:21])([CH3:14])([CH3:13])[CH3:12].C(N(C(C)C)CC)(C)C. The catalyst is C(Cl)Cl.O. The product is [C:11]([O:15][C:16](=[O:29])[NH:17][C@H:18]([C:22]1[CH:23]=[CH:24][C:25]([F:28])=[CH:26][CH:27]=1)[CH2:19][CH:20]=[O:21])([CH3:14])([CH3:12])[CH3:13]. The yield is 0.900. (3) The reactants are [CH2:1]([O:8][C:9]([NH:11][CH:12]([C:19]([OH:21])=O)[CH2:13][C:14]1[S:15][CH:16]=[CH:17][CH:18]=1)=[O:10])[C:2]1[CH:7]=[CH:6][CH:5]=[CH:4][CH:3]=1.C(OC(N[C@H](C(O)=O)CC1SC=CC=1)=O)C1C=CC=CC=1.CN1CCOCC1.C(OC(Cl)=O)C(C)C.[C:58]([NH2:62])([CH3:61])([CH3:60])[CH3:59]. The yield is 0.970. The product is [C:58]([NH:62][C:19](=[O:21])[C@H:12]([CH2:13][C:14]1[S:15][CH:16]=[CH:17][CH:18]=1)[NH:11][C:9]([O:8][CH2:1][C:2]1[CH:3]=[CH:4][CH:5]=[CH:6][CH:7]=1)=[O:10])([CH3:61])([CH3:60])[CH3:59]. The catalyst is C1COCC1. (4) The catalyst is OS(O)(=O)=O. The reactants are [CH:1]1([C:4]2[CH:8]=[CH:7][NH:6][N:5]=2)[CH2:3][CH2:2]1.[N+:9]([O-])([OH:11])=[O:10]. The product is [CH:1]1([C:4]2[C:8]([N+:9]([O-:11])=[O:10])=[CH:7][NH:6][N:5]=2)[CH2:3][CH2:2]1. The yield is 0.700. (5) The reactants are C([BH3-])#N.[Na+].C(O)(=O)C.[Cl:9][CH2:10][CH2:11][CH2:12][O:13][C:14]1[CH:23]=[C:22]2[C:17]([C:18]([NH:24][C:25]3[CH:26]=[N:27][C:28]([CH:31]=O)=[N:29][CH:30]=3)=[N:19][CH:20]=[N:21]2)=[CH:16][C:15]=1[O:33][CH3:34].[F:35][C:36]1[CH:42]=[CH:41][C:39]([NH2:40])=[CH:38][C:37]=1[Cl:43]. The catalyst is CO.C(OCC)C. The product is [Cl:43][C:37]1[CH:38]=[C:39]([NH:40][CH2:31][C:28]2[N:29]=[CH:30][C:25]([NH:24][C:18]3[C:17]4[C:22](=[CH:23][C:14]([O:13][CH2:12][CH2:11][CH2:10][Cl:9])=[C:15]([O:33][CH3:34])[CH:16]=4)[N:21]=[CH:20][N:19]=3)=[CH:26][N:27]=2)[CH:41]=[CH:42][C:36]=1[F:35]. The yield is 0.700. (6) The reactants are C(Cl)(=O)C(Cl)=O.CS(C)=O.[OH:11][CH2:12][C:13]1([CH2:18][NH:19][C:20](=[O:26])[O:21][C:22]([CH3:25])([CH3:24])[CH3:23])[CH2:17][CH2:16][CH2:15][CH2:14]1.O. The catalyst is C(Cl)Cl. The product is [CH:12]([C:13]1([CH2:18][NH:19][C:20](=[O:26])[O:21][C:22]([CH3:24])([CH3:23])[CH3:25])[CH2:17][CH2:16][CH2:15][CH2:14]1)=[O:11]. The yield is 0.940. (7) The reactants are [CH2:1]=[C:2]1[CH2:7][CH2:6][N:5]([C:8]([O:10][C:11]([CH3:14])([CH3:13])[CH3:12])=[O:9])[CH:4]([C:15]2[CH:20]=[CH:19][CH:18]=[CH:17][CH:16]=2)[CH2:3]1.B.[O:22]1CCCC1.[OH-].[Na+].OO. The catalyst is O1CCCC1.O. The product is [OH:22][CH2:1][CH:2]1[CH2:7][CH2:6][N:5]([C:8]([O:10][C:11]([CH3:14])([CH3:12])[CH3:13])=[O:9])[CH:4]([C:15]2[CH:20]=[CH:19][CH:18]=[CH:17][CH:16]=2)[CH2:3]1. The yield is 0.790.